From a dataset of Experimentally validated miRNA-target interactions with 360,000+ pairs, plus equal number of negative samples. Binary Classification. Given a miRNA mature sequence and a target amino acid sequence, predict their likelihood of interaction. The miRNA is mmu-miR-676-5p with sequence ACUCUACAACCUUAGGACUUGC. The protein sequence of the target gene is MLRMKLPPKSTHPSEPPPDAEEPEADARPGAKAPLRRRRDCRPPPPPTGLPRGPPPPPSPPRGLEPPVASGPTAGAGMPGGGGHAAALREQERVYEWFGLVLGSAQRLEFMCGLLDLCNPLELRFLGSCLEDLARKDYHYLRDSEAKANGLSDPGSLADFREPAVRSRLIVYLALLGSENREAAGRLHRLLPQVDAVLRSLRATRAEGSRGSVEDEPSGDGEQDAEKDGPGPEGSGCAKLGTGGGLGFRAQEELLLLFTMASLHPAFSFHQRVTLREHLERLRSALRVEPEDAEVEPSNF.... Result: 0 (no interaction).